The task is: Predict the reaction yield, written as a fraction of the theoretical maximum amount of product (1.0 means a 100% yield; for example, 0.34 means a 34% yield).. This data is from Reaction yield outcomes from USPTO patents with 853,638 reactions. (1) The reactants are [F:1][CH:2]([F:33])[C:3]1[N:7]([C:8]2[N:13]=[C:12]([N:14]3[CH2:19][CH2:18][O:17][CH2:16][CH2:15]3)[N:11]=[C:10]([O:20][CH:21]3[CH2:26][CH2:25][NH:24][CH2:23][CH2:22]3)[N:9]=2)[C:6]2[CH:27]=[CH:28][CH:29]=[C:30]([O:31][CH3:32])[C:5]=2[N:4]=1.CCN(C(C)C)C(C)C.Cl[CH2:44][CH2:45][S:46](Cl)(=[O:48])=[O:47]. The catalyst is C(Cl)Cl.O. The product is [F:33][CH:2]([F:1])[C:3]1[N:7]([C:8]2[N:13]=[C:12]([N:14]3[CH2:15][CH2:16][O:17][CH2:18][CH2:19]3)[N:11]=[C:10]([O:20][CH:21]3[CH2:26][CH2:25][N:24]([S:46]([CH:45]=[CH2:44])(=[O:48])=[O:47])[CH2:23][CH2:22]3)[N:9]=2)[C:6]2[CH:27]=[CH:28][CH:29]=[C:30]([O:31][CH3:32])[C:5]=2[N:4]=1. The yield is 0.650. (2) The reactants are Br[C:2]1[N:6]2[C:7](=[O:22])[CH:8]=[C:9]([O:11][C:12]3[CH:17]=[CH:16][CH:15]=[C:14]([C:18]([F:21])([F:20])[F:19])[CH:13]=3)[N:10]=[C:5]2[S:4][C:3]=1[CH3:23].C(=O)([O-])[O-].[Na+].[Na+].[OH:30][CH2:31][C@@H:32]1[CH2:34][C@H:33]1[B-](F)(F)F.[K+]. The catalyst is C(#N)C.O.C1(P([C-]2C=CC=C2)C2C=CC=CC=2)C=CC=CC=1.[C-]1(P(C2C=CC=CC=2)C2C=CC=CC=2)C=CC=C1.[Fe+2].[Pd](Cl)Cl. The product is [OH:30][CH2:31][CH:32]1[CH2:34][CH:33]1[C:2]1[N:6]2[C:7](=[O:22])[CH:8]=[C:9]([O:11][C:12]3[CH:17]=[CH:16][CH:15]=[C:14]([C:18]([F:21])([F:20])[F:19])[CH:13]=3)[N:10]=[C:5]2[S:4][C:3]=1[CH3:23]. The yield is 0.0400. (3) The reactants are Cl.[CH3:2][O:3][C:4]1[CH:5]=[CH:6][C:7]([NH2:11])=[C:8]([SH:10])[CH:9]=1.C(N(CC)CC)C.[Br:19][C:20]1[C:28]([O:29][CH3:30])=[CH:27][CH:26]=[CH:25][C:21]=1[C:22](Cl)=O.[OH-].[Na+]. The catalyst is CN1CCCC1=O. The product is [CH3:2][O:3][C:4]1[CH:5]=[CH:6][C:7]2[N:11]=[C:22]([C:21]3[CH:25]=[CH:26][CH:27]=[C:28]([O:29][CH3:30])[C:20]=3[Br:19])[S:10][C:8]=2[CH:9]=1. The yield is 0.650. (4) The reactants are [F:1][C:2]1[CH:7]=[CH:6][C:5]([CH2:8][CH2:9][NH:10][CH2:11][C:12]2[CH:17]=[CH:16][CH:15]=[C:14]([CH2:18][S:19][CH2:20][CH2:21][C:22]3[CH:27]=[CH:26][CH:25]=[CH:24][CH:23]=3)[CH:13]=2)=[CH:4][CH:3]=1.[Cl:28][C:29]1[C:30]([OH:40])=[C:31]([S:36](Cl)(=[O:38])=[O:37])[CH:32]=[C:33]([Cl:35])[CH:34]=1.C(N(CC)C(C)C)(C)C. The catalyst is C1COCC1. The product is [Cl:28][C:29]1[C:30]([OH:40])=[C:31]([S:36]([N:10]([CH2:9][CH2:8][C:5]2[CH:6]=[CH:7][C:2]([F:1])=[CH:3][CH:4]=2)[CH2:11][C:12]2[CH:17]=[CH:16][CH:15]=[C:14]([CH2:18][S:19][CH2:20][CH2:21][C:22]3[CH:23]=[CH:24][CH:25]=[CH:26][CH:27]=3)[CH:13]=2)(=[O:38])=[O:37])[CH:32]=[C:33]([Cl:35])[CH:34]=1. The yield is 0.440.